From a dataset of Full USPTO retrosynthesis dataset with 1.9M reactions from patents (1976-2016). Predict the reactants needed to synthesize the given product. (1) Given the product [Cl:16][C:17]1[C:24]([F:25])=[CH:23][C:20]([C:21]#[N:22])=[C:19]([CH:18]=1)[O:1][CH:2]([CH:14]=[CH2:15])[CH2:3][CH2:4][N:5]([CH3:13])[C:6](=[O:12])[O:7][C:8]([CH3:11])([CH3:9])[CH3:10], predict the reactants needed to synthesize it. The reactants are: [OH:1][CH:2]([CH:14]=[CH2:15])[CH2:3][CH2:4][N:5]([CH3:13])[C:6](=[O:12])[O:7][C:8]([CH3:11])([CH3:10])[CH3:9].[Cl:16][C:17]1[C:24]([F:25])=[CH:23][C:20]([C:21]#[N:22])=[C:19](F)[CH:18]=1. (2) Given the product [Br:1][C:2]1[CH:3]=[CH:4][C:5]([OH:11])=[C:6]([C:8](=[O:10])/[CH:9]=[CH:18]/[C:15]2[S:16][CH:17]=[C:13]([CH3:12])[N:14]=2)[CH:7]=1, predict the reactants needed to synthesize it. The reactants are: [Br:1][C:2]1[CH:3]=[CH:4][C:5]([OH:11])=[C:6]([C:8](=[O:10])[CH3:9])[CH:7]=1.[CH3:12][C:13]1[N:14]=[C:15]([CH:18]=O)[S:16][CH:17]=1.[OH-].[K+].